Dataset: NCI-60 drug combinations with 297,098 pairs across 59 cell lines. Task: Regression. Given two drug SMILES strings and cell line genomic features, predict the synergy score measuring deviation from expected non-interaction effect. (1) Drug 1: CCCS(=O)(=O)NC1=C(C(=C(C=C1)F)C(=O)C2=CNC3=C2C=C(C=N3)C4=CC=C(C=C4)Cl)F. Drug 2: C1CC(C1)(C(=O)O)C(=O)O.[NH2-].[NH2-].[Pt+2]. Cell line: SW-620. Synergy scores: CSS=17.6, Synergy_ZIP=13.0, Synergy_Bliss=10.2, Synergy_Loewe=-4.90, Synergy_HSA=-5.47. (2) Drug 1: CS(=O)(=O)C1=CC(=C(C=C1)C(=O)NC2=CC(=C(C=C2)Cl)C3=CC=CC=N3)Cl. Drug 2: CC1=C(C=C(C=C1)C(=O)NC2=CC(=CC(=C2)C(F)(F)F)N3C=C(N=C3)C)NC4=NC=CC(=N4)C5=CN=CC=C5. Cell line: UO-31. Synergy scores: CSS=37.1, Synergy_ZIP=6.21, Synergy_Bliss=6.23, Synergy_Loewe=7.08, Synergy_HSA=6.58. (3) Drug 1: C(=O)(N)NO. Drug 2: CC(C)(C#N)C1=CC(=CC(=C1)CN2C=NC=N2)C(C)(C)C#N. Cell line: HCC-2998. Synergy scores: CSS=11.1, Synergy_ZIP=-4.84, Synergy_Bliss=-0.371, Synergy_Loewe=-3.14, Synergy_HSA=-2.81.